This data is from Full USPTO retrosynthesis dataset with 1.9M reactions from patents (1976-2016). The task is: Predict the reactants needed to synthesize the given product. (1) Given the product [NH:19]1[C:23]2[CH:24]=[CH:25][CH:26]=[CH:27][C:22]=2[N:21]=[C:20]1[CH2:28][C:29]([N:9]([C:4]1[CH:5]=[CH:6][C:7]([CH3:8])=[C:2]([CH3:1])[CH:3]=1)[CH2:10][CH2:11][C:12]1[CH:13]=[CH:14][C:15]([F:18])=[CH:16][CH:17]=1)=[O:30], predict the reactants needed to synthesize it. The reactants are: [CH3:1][C:2]1[CH:3]=[C:4]([NH:9][CH2:10][CH2:11][C:12]2[CH:17]=[CH:16][C:15]([F:18])=[CH:14][CH:13]=2)[CH:5]=[CH:6][C:7]=1[CH3:8].[NH:19]1[C:23]2[CH:24]=[CH:25][CH:26]=[CH:27][C:22]=2[N:21]=[C:20]1[CH2:28][C:29](O)=[O:30]. (2) Given the product [BrH:31].[NH2:8][CH2:9][C:10](=[O:30])[CH2:11][CH2:12][C:13]([O:15][CH:16]([C:17]([OH:19])=[O:18])[C:24]1[CH:29]=[CH:28][CH:27]=[CH:26][CH:25]=1)=[O:14], predict the reactants needed to synthesize it. The reactants are: C([NH:8][CH2:9][C:10](=[O:30])[CH2:11][CH2:12][C:13]([O:15][CH:16]([C:24]1[CH:29]=[CH:28][CH:27]=[CH:26][CH:25]=1)[C:17]([O:19]C(C)(C)C)=[O:18])=[O:14])(OC(C)(C)C)=O.[BrH:31]. (3) Given the product [Cl:19][C:20]1[CH:28]=[CH:27][C:23]([C:24]([C:15]2[CH:16]=[C:17]3[C:12](=[CH:13][CH:14]=2)[NH:11][C:10](=[O:18])[CH2:9][CH:8]3[C:4]2[CH:5]=[CH:6][CH:7]=[C:2]([Cl:1])[CH:3]=2)=[O:25])=[CH:22][CH:21]=1, predict the reactants needed to synthesize it. The reactants are: [Cl:1][C:2]1[CH:3]=[C:4]([CH:8]2[C:17]3[C:12](=[CH:13][CH:14]=[CH:15][CH:16]=3)[NH:11][C:10](=[O:18])[CH2:9]2)[CH:5]=[CH:6][CH:7]=1.[Cl:19][C:20]1[CH:28]=[CH:27][C:23]([C:24](O)=[O:25])=[CH:22][CH:21]=1. (4) The reactants are: Cl[C:2]1[C:11]2[C:6](=[CH:7][CH:8]=[C:9]([C:12]([N:14]3[CH2:17][C:16]([F:19])([F:18])[CH2:15]3)=[O:13])[CH:10]=2)[C:5]([NH2:20])=[N:4][CH:3]=1.[CH3:21][N:22]1[C:30]2[C:25](=[CH:26][CH:27]=[C:28](B3OC(C)(C)C(C)(C)O3)[CH:29]=2)[CH2:24][C:23]1=[O:40].CC([O-])=O.[K+].CN(C)C=O. Given the product [NH2:20][C:5]1[C:6]2[C:11](=[CH:10][C:9]([C:12]([N:14]3[CH2:17][C:16]([F:19])([F:18])[CH2:15]3)=[O:13])=[CH:8][CH:7]=2)[C:2]([C:28]2[CH:29]=[C:30]3[C:25]([CH2:24][C:23](=[O:40])[N:22]3[CH3:21])=[CH:26][CH:27]=2)=[CH:3][N:4]=1, predict the reactants needed to synthesize it. (5) Given the product [F:14][C:5]1[CH:6]=[C:7]([CH:12]=[CH:13][C:4]=1[CH2:3][C:2]([C:26]1[CH:25]=[CH:24][C:23]([OH:27])=[CH:22][C:21]=1[F:20])=[O:15])[C:8]([OH:10])=[O:9].[F:14][C:5]1[CH:6]=[C:7]([CH:12]=[CH:13][C:4]=1[CH2:3][C:2]([C:26]1[CH:25]=[CH:24][C:23]([O:27][CH3:28])=[CH:22][C:21]=1[F:20])=[O:15])[C:8]([O:10][CH3:11])=[O:9], predict the reactants needed to synthesize it. The reactants are: Cl[C:2](=[O:15])[CH2:3][C:4]1[CH:13]=[CH:12][C:7]([C:8]([O:10][CH3:11])=[O:9])=[CH:6][C:5]=1[F:14].[Al+3].[Cl-].[Cl-].[Cl-].[F:20][C:21]1[CH:22]=[C:23]([O:27][CH3:28])[CH:24]=[CH:25][CH:26]=1. (6) Given the product [NH2:8][C:9]1[CH:13]=[C:12]([NH:14][C:15](=[O:38])[CH2:16][C:17]2[CH:18]=[CH:19][C:20]([O:23][C:24]3[C:33]4[C:28](=[CH:29][C:30]([O:36][CH3:37])=[C:31]([O:34][CH3:35])[CH:32]=4)[N:27]=[CH:26][CH:25]=3)=[CH:21][CH:22]=2)[NH:11][N:10]=1, predict the reactants needed to synthesize it. The reactants are: C(OC([NH:8][C:9]1[CH:13]=[C:12]([NH:14][C:15](=[O:38])[CH2:16][C:17]2[CH:22]=[CH:21][C:20]([O:23][C:24]3[C:33]4[C:28](=[CH:29][C:30]([O:36][CH3:37])=[C:31]([O:34][CH3:35])[CH:32]=4)[N:27]=[CH:26][CH:25]=3)=[CH:19][CH:18]=2)[N:11](CC2C=CC(OC)=C(OC)C=2)[N:10]=1)=O)(C)(C)C.FC(F)(F)C(O)=O. (7) Given the product [C:37]([O:36][C:34](=[O:35])[CH2:33][N:8]1[C@H:7]([C:24]2[CH:25]=[CH:26][C:27]([C:28]#[N:29])=[CH:30][CH:31]=2)[C:6]([C:3](=[O:5])[CH3:4])=[C:11]([CH3:12])[N:10]([C:13]2[CH:18]=[CH:17][CH:16]=[C:15]([C:19]([F:20])([F:21])[F:22])[CH:14]=2)[C:9]1=[O:23])([CH3:40])([CH3:39])[CH3:38], predict the reactants needed to synthesize it. The reactants are: [H-].[Na+].[C:3]([C:6]1[C@@H:7]([C:24]2[CH:31]=[CH:30][C:27]([C:28]#[N:29])=[CH:26][CH:25]=2)[NH:8][C:9](=[O:23])[N:10]([C:13]2[CH:18]=[CH:17][CH:16]=[C:15]([C:19]([F:22])([F:21])[F:20])[CH:14]=2)[C:11]=1[CH3:12])(=[O:5])[CH3:4].Br[CH2:33][C:34]([O:36][C:37]([CH3:40])([CH3:39])[CH3:38])=[O:35].[Cl-].[Na+]. (8) Given the product [Br:1][C:2]1[CH:3]=[CH:4][C:5]([CH2:8][C:9]([NH:20][CH:21]2[CH2:26][CH2:25]2)=[O:11])=[CH:6][CH:7]=1, predict the reactants needed to synthesize it. The reactants are: [Br:1][C:2]1[CH:7]=[CH:6][C:5]([CH2:8][C:9]([OH:11])=O)=[CH:4][CH:3]=1.C1CC[CH:21]([N:20]=C=[N:20][CH:21]2[CH2:26][CH2:25]CCC2)[CH2:26][CH2:25]1.C1(N)CC1. (9) The reactants are: [CH3:1][N:2]1[C:6]([C:7]2[CH:19]=[N:18][C:17]3[C:16]4[CH:15]=[C:14]([C:20]([O:22]C)=[O:21])[CH:13]=[CH:12][C:11]=4[N:10]([C@H:24]([C:31]4[CH:36]=[CH:35][CH:34]=[CH:33][CH:32]=4)[CH:25]4[CH2:30][CH2:29][O:28][CH2:27][CH2:26]4)[C:9]=3[CH:8]=2)=[C:5]([CH3:37])[N:4]=[N:3]1.[OH-].[K+]. Given the product [CH3:1][N:2]1[C:6]([C:7]2[CH:19]=[N:18][C:17]3[C:16]4[CH:15]=[C:14]([C:20]([OH:22])=[O:21])[CH:13]=[CH:12][C:11]=4[N:10]([C@H:24]([C:31]4[CH:32]=[CH:33][CH:34]=[CH:35][CH:36]=4)[CH:25]4[CH2:26][CH2:27][O:28][CH2:29][CH2:30]4)[C:9]=3[CH:8]=2)=[C:5]([CH3:37])[N:4]=[N:3]1, predict the reactants needed to synthesize it.